This data is from Forward reaction prediction with 1.9M reactions from USPTO patents (1976-2016). The task is: Predict the product of the given reaction. (1) Given the reactants O[C:2]1[CH:3]=[C:4]([CH:7]=[CH:8][CH:9]=1)C=O.[C:10](=[O:13])([O-])[O-].[K+].[K+].[I-].[K+].Cl[CH2:19][CH:20]1[CH2:22][CH2:21]1.C[N:24]([CH:26]=O)C, predict the reaction product. The product is: [CH:22]1([CH2:21][O:13][C:10]2[CH:8]=[C:9]([CH:26]([C:9]3[CH:2]=[CH:3][CH:4]=[CH:7][CH:8]=3)[NH2:24])[CH:2]=[CH:3][CH:4]=2)[CH2:20][CH2:19]1. (2) The product is: [NH2:4][C:3]1[CH:5]=[C:6]([N+:10]([O-:12])=[O:11])[C:7]([F:9])=[CH:8][C:2]=1[S:19][CH2:20][CH2:21][OH:22]. Given the reactants F[C:2]1[CH:8]=[C:7]([F:9])[C:6]([N+:10]([O-:12])=[O:11])=[CH:5][C:3]=1[NH2:4].C(=O)([O-])[O-].[K+].[K+].[SH:19][CH2:20][CH2:21][OH:22], predict the reaction product.